Dataset: Full USPTO retrosynthesis dataset with 1.9M reactions from patents (1976-2016). Task: Predict the reactants needed to synthesize the given product. (1) Given the product [O:18]=[S:17]1(=[O:19])[CH2:16][CH2:15][CH2:14][N:1]1[C:2]1[CH:11]=[CH:10][C:5]([C:6]([OH:8])=[O:7])=[CH:4][C:3]=1[F:12], predict the reactants needed to synthesize it. The reactants are: [NH2:1][C:2]1[CH:11]=[CH:10][C:5]([C:6]([O:8]C)=[O:7])=[CH:4][C:3]=1[F:12].Cl[CH2:14][CH2:15][CH2:16][S:17](Cl)(=[O:19])=[O:18]. (2) Given the product [CH3:28][N:4]1[C:3]([CH2:2][N:33]2[CH2:34][CH2:35][CH:31]([C:30]([F:37])([F:36])[F:29])[CH2:32]2)=[N:11][C:10]2[C:5]1=[N:6][C:7]([N:18]1[C:22]3[CH:23]=[CH:24][CH:25]=[CH:26][C:21]=3[N:20]=[C:19]1[CH3:27])=[N:8][C:9]=2[N:12]1[CH2:17][CH2:16][O:15][CH2:14][CH2:13]1, predict the reactants needed to synthesize it. The reactants are: Br[CH2:2][C:3]1[N:4]([CH3:28])[C:5]2[C:10]([N:11]=1)=[C:9]([N:12]1[CH2:17][CH2:16][O:15][CH2:14][CH2:13]1)[N:8]=[C:7]([N:18]1[C:22]3[CH:23]=[CH:24][CH:25]=[CH:26][C:21]=3[N:20]=[C:19]1[CH3:27])[N:6]=2.[F:29][C:30]([F:37])([F:36])[CH:31]1[CH2:35][CH2:34][NH:33][CH2:32]1. (3) Given the product [C:1]([O:5][C:6](=[O:25])[C:7]1[CH:8]=[CH:9][C:10]([CH2:13][N:14]([CH2:28][CH:27]=[CH2:26])[C:15](=[O:24])[C:16]2[CH:21]=[C:20]([Br:22])[CH:19]=[CH:18][C:17]=2[I:23])=[CH:11][CH:12]=1)([CH3:4])([CH3:2])[CH3:3], predict the reactants needed to synthesize it. The reactants are: [C:1]([O:5][C:6](=[O:25])[C:7]1[CH:12]=[CH:11][C:10]([CH2:13][NH:14][C:15](=[O:24])[C:16]2[CH:21]=[C:20]([Br:22])[CH:19]=[CH:18][C:17]=2[I:23])=[CH:9][CH:8]=1)([CH3:4])([CH3:3])[CH3:2].[CH2:26](I)[CH:27]=[CH2:28].C(=O)([O-])[O-].[Cs+].[Cs+]. (4) The reactants are: [BH:1]1[CH:6]2[CH2:7][CH2:8][CH2:9][CH:2]1[CH2:3][CH2:4][CH2:5]2.[BH:10]1[CH:15]2[CH2:16][CH2:17][CH2:18][CH:11]1[CH2:12][CH2:13][CH2:14]2.C(=O)=O. Given the product [BH:1]1[CH:6]2[CH2:7][CH2:8][CH2:9][CH:2]1[CH2:3][CH2:4][CH2:5]2.[BH:10]1[CH:15]2[CH2:16][CH2:17][CH2:18][CH:11]1[CH2:12][CH2:13][CH2:14]2, predict the reactants needed to synthesize it. (5) Given the product [F:1][C:2]1[CH:7]=[C:6]([S:8]([CH3:11])(=[O:10])=[O:9])[C:5]([F:12])=[CH:4][C:3]=1[NH:13][C@H:14]1[CH2:18][CH2:17][N:16]([CH:19]2[CH2:24][CH2:23][NH:22][CH2:21][CH2:20]2)[C:15]1=[O:35], predict the reactants needed to synthesize it. The reactants are: [F:1][C:2]1[CH:7]=[C:6]([S:8]([CH3:11])(=[O:10])=[O:9])[C:5]([F:12])=[CH:4][C:3]=1[NH:13][C@H:14]1[CH2:18][CH2:17][N:16]([CH:19]2[CH2:24][CH2:23][N:22](C(OCC3C=CC=CC=3)=O)[CH2:21][CH2:20]2)[C:15]1=[O:35].[H][H].